From a dataset of Catalyst prediction with 721,799 reactions and 888 catalyst types from USPTO. Predict which catalyst facilitates the given reaction. (1) The catalyst class is: 3. Reactant: [F:1][C:2]1[C:3]([OH:11])=[N:4][CH:5]=[C:6]([N+:8]([O-:10])=[O:9])[CH:7]=1.[C:12]([O-])([O-])=O.[K+].[K+].CI. Product: [F:1][C:2]1[C:3](=[O:11])[N:4]([CH3:12])[CH:5]=[C:6]([N+:8]([O-:10])=[O:9])[CH:7]=1. (2) Reactant: [CH2:1]([C:4]1[CH:5]=[C:6]([CH:12]=[CH:13][C:14]=1[O:15][CH3:16])[C:7](OCC)=[O:8])[CH:2]=[CH2:3].[H-].[Al+3].[Li+].[H-].[H-].[H-].O.[OH-].[Na+]. Product: [CH2:1]([C:4]1[CH:5]=[C:6]([CH2:7][OH:8])[CH:12]=[CH:13][C:14]=1[O:15][CH3:16])[CH:2]=[CH2:3]. The catalyst class is: 7. (3) Reactant: [C:1]([C:5]1[CH:6]=[C:7]([NH:18][C:19]([NH:21][C:22]2[C:31]3[C:26](=[CH:27][CH:28]=[CH:29][CH:30]=3)[C:25]([O:32][C:33]3[CH:38]=[CH:37][N:36]=[C:35](Cl)[N:34]=3)=[CH:24][CH:23]=2)=[O:20])[C:8]([O:16][CH3:17])=[C:9]([NH:11][S:12]([CH3:15])(=[O:14])=[O:13])[CH:10]=1)([CH3:4])([CH3:3])[CH3:2].[NH2:40][C:41]1[CH:42]=[C:43]([CH:62]=[C:63]([O:65][CH3:66])[CH:64]=1)[C:44]([NH:46][CH2:47][CH2:48][O:49][CH2:50][CH2:51][O:52][CH2:53][CH2:54][C:55]([O:57][C:58]([CH3:61])([CH3:60])[CH3:59])=[O:56])=[O:45].CC1C=CC(S(O)(=O)=O)=CC=1. Product: [C:1]([C:5]1[CH:10]=[C:9]([NH:11][S:12]([CH3:15])(=[O:14])=[O:13])[C:8]([O:16][CH3:17])=[C:7]([NH:18][C:19](=[O:20])[NH:21][C:22]2[C:31]3[C:26](=[CH:27][CH:28]=[CH:29][CH:30]=3)[C:25]([O:32][C:33]3[CH:38]=[CH:37][N:36]=[C:35]([NH:40][C:41]4[CH:42]=[C:43]([CH:62]=[C:63]([O:65][CH3:66])[CH:64]=4)[C:44]([NH:46][CH2:47][CH2:48][O:49][CH2:50][CH2:51][O:52][CH2:53][CH2:54][C:55]([O:57][C:58]([CH3:59])([CH3:60])[CH3:61])=[O:56])=[O:45])[N:34]=3)=[CH:24][CH:23]=2)[CH:6]=1)([CH3:4])([CH3:3])[CH3:2]. The catalyst class is: 3. (4) Reactant: [N+:1]([C:4]1[C:13]2[C:8](=[CH:9][CH:10]=[CH:11][CH:12]=2)[C:7]([O:14][C:15]2[CH:20]=[CH:19][N:18]=[C:17]([NH2:21])[CH:16]=2)=[CH:6][CH:5]=1)([O-])=O.C(Cl)Cl.C(O)(=O)C.[H][H]. Product: [NH2:1][C:4]1[C:13]2[C:8](=[CH:9][CH:10]=[CH:11][CH:12]=2)[C:7]([O:14][C:15]2[CH:20]=[CH:19][N:18]=[C:17]([NH2:21])[CH:16]=2)=[CH:6][CH:5]=1. The catalyst class is: 465. (5) Reactant: Br[C:2]1[CH:3]=[CH:4][C:5]2[C:11]3[S:12][C:13]([C:15]([N:17]([C:19]4[CH:24]=[C:23]([C:25](=[O:31])[N:26]([CH2:28][CH2:29][OH:30])[CH3:27])[CH:22]=[CH:21][C:20]=4[Cl:32])[CH3:18])=[O:16])=[CH:14][C:10]=3[CH2:9][CH2:8][O:7][C:6]=2[CH:33]=1.CC1(C)C2[C:56](=C(P(C3C=CC=CC=3)C3C=CC=CC=3)C=CC=2)[O:55]C2C(P(C3C=CC=CC=3)C3C=CC=CC=3)=CC=CC1=2.[CH3:76][NH2:77].Cl.C([O-])([O-])=O.[Na+].[Na+]. Product: [Cl:32][C:20]1[CH:21]=[CH:22][C:23]([C:25](=[O:31])[N:26]([CH2:28][CH2:29][OH:30])[CH3:27])=[CH:24][C:19]=1[N:17]([CH3:18])[C:15]([C:13]1[S:12][C:11]2[C:5]3[CH:4]=[CH:3][C:2]([C:56]([NH:77][CH3:76])=[O:55])=[CH:33][C:6]=3[O:7][CH2:8][CH2:9][C:10]=2[CH:14]=1)=[O:16]. The catalyst class is: 222. (6) Reactant: C([O:5][C:6](=[O:44])[CH2:7][CH2:8][CH2:9][O:10][C:11]1[CH:16]=[C:15]([Cl:17])[C:14]([C:18]2[CH:19]=[N:20][C:21]([C:26]([F:29])([F:28])[F:27])=[CH:22][C:23]=2[C:24]#[N:25])=[CH:13][C:12]=1[S:30]([N:33]1[CH2:39][CH2:38][CH2:37][CH2:36][C:35]2[CH:40]=[CH:41][CH:42]=[CH:43][C:34]1=2)(=[O:32])=[O:31])(C)(C)C. Product: [Cl:17][C:15]1[C:14]([C:18]2[CH:19]=[N:20][C:21]([C:26]([F:27])([F:29])[F:28])=[CH:22][C:23]=2[C:24]#[N:25])=[CH:13][C:12]([S:30]([N:33]2[CH2:39][CH2:38][CH2:37][CH2:36][C:35]3[CH:40]=[CH:41][CH:42]=[CH:43][C:34]2=3)(=[O:31])=[O:32])=[C:11]([CH:16]=1)[O:10][CH2:9][CH2:8][CH2:7][C:6]([OH:44])=[O:5]. The catalyst class is: 89. (7) Reactant: [CH:1]1[CH:6]=[C:5]2[C:7]([NH:9][C:10]([NH:12][C:4]2=[CH:3][CH:2]=1)=O)=[O:8].[Li]C(C)(C)C.C(=O)=O. Product: [CH:1]1[CH:2]=[CH:3][C:4]2[N:12]=[CH:10][NH:9][C:7](=[O:8])[C:5]=2[CH:6]=1. The catalyst class is: 49.